From a dataset of Forward reaction prediction with 1.9M reactions from USPTO patents (1976-2016). Predict the product of the given reaction. (1) Given the reactants [NH2:1][C:2]1[NH:7][C:6]2[NH:8][CH:9]=[C:10]([CH2:11][CH2:12][C:13]3[CH:21]=[CH:20][C:16]([C:17](O)=[O:18])=[CH:15][CH:14]=3)[C:5]=2[C:4](=[O:22])[N:3]=1.CN1CCOCC1.ClC1N=C(OC)N=C(OC)N=1.C[Si](C)(C)CCON[C@H](C(O)=O)CCC(O)=O.[CH3:58][Si:59]([CH3:74])([CH3:73])[CH2:60][CH2:61][O:62][C@@:63]([C:70]([OH:72])=[O:71])([CH2:65][CH2:66][C:67]([OH:69])=[O:68])[NH2:64], predict the reaction product. The product is: [NH2:1][C:2]1[NH:7][C:6]2[NH:8][CH:9]=[C:10]([CH2:11][CH2:12][C:13]3[CH:21]=[CH:20][C:16]([C:17]([NH:64][C@:63]([O:62][CH2:61][CH2:60][Si:59]([CH3:58])([CH3:73])[CH3:74])([C:70]([OH:72])=[O:71])[CH2:65][CH2:66][C:67]([OH:69])=[O:68])=[O:18])=[CH:15][CH:14]=3)[C:5]=2[C:4](=[O:22])[N:3]=1. (2) Given the reactants [CH3:1][O:2][CH2:3][O:4][C@@H:5]1[CH2:10][CH2:9][CH2:8][C@H:7]([C:11](OC)=[O:12])[CH2:6]1.[H-].[H-].[H-].[H-].[Li+].[Al+3].[OH-].[Na+].[O-]S([O-])(=O)=O.[Mg+2], predict the reaction product. The product is: [CH3:1][O:2][CH2:3][O:4][C@@H:5]1[CH2:10][CH2:9][CH2:8][C@H:7]([CH2:11][OH:12])[CH2:6]1.